Dataset: NCI-60 drug combinations with 297,098 pairs across 59 cell lines. Task: Regression. Given two drug SMILES strings and cell line genomic features, predict the synergy score measuring deviation from expected non-interaction effect. Drug 1: CCC1(CC2CC(C3=C(CCN(C2)C1)C4=CC=CC=C4N3)(C5=C(C=C6C(=C5)C78CCN9C7C(C=CC9)(C(C(C8N6C=O)(C(=O)OC)O)OC(=O)C)CC)OC)C(=O)OC)O.OS(=O)(=O)O. Cell line: EKVX. Synergy scores: CSS=0.543, Synergy_ZIP=0.578, Synergy_Bliss=-1.84, Synergy_Loewe=-2.45, Synergy_HSA=-3.38. Drug 2: C1CNP(=O)(OC1)N(CCCl)CCCl.